From a dataset of Full USPTO retrosynthesis dataset with 1.9M reactions from patents (1976-2016). Predict the reactants needed to synthesize the given product. (1) Given the product [CH3:29][O:30][C:31](=[O:55])[CH:32]([C:33]1[CH:34]=[C:35]([O:47][CH2:48][C:49]2[CH:54]=[CH:53][CH:52]=[CH:51][CH:50]=2)[CH:36]=[C:37]([O:39][CH2:40][C:41]2[CH:46]=[CH:45][CH:44]=[CH:43][CH:42]=2)[CH:38]=1)[CH2:24][C:23]([CH3:28])=[CH2:21], predict the reactants needed to synthesize it. The reactants are: [Li+].CC([N-]C(C)C)C.C1COCC1.CCCCCCC.[CH2:21]([C:23]1[CH:28]=CC=C[CH:24]=1)C.[CH3:29][O:30][C:31](=[O:55])[CH2:32][C:33]1[CH:38]=[C:37]([O:39][CH2:40][C:41]2[CH:46]=[CH:45][CH:44]=[CH:43][CH:42]=2)[CH:36]=[C:35]([O:47][CH2:48][C:49]2[CH:54]=[CH:53][CH:52]=[CH:51][CH:50]=2)[CH:34]=1.BrCC(C)=C. (2) Given the product [CH3:1][O:2][C:3]1[CH:4]=[C:5]2[C:6]([C:34](=[O:22])[C:33](=[O:32])[N:9]2[C:10]2[CH:15]=[CH:14][CH:13]=[CH:12][CH:11]=2)=[CH:7][CH:8]=1, predict the reactants needed to synthesize it. The reactants are: [CH3:1][O:2][C:3]1[CH:4]=[C:5]([NH:9][C:10]2[CH:15]=[CH:14][CH:13]=[CH:12][CH:11]=2)[CH:6]=[CH:7][CH:8]=1.[Cl-].[Al+3].[Cl-].[Cl-].[Cl-].[N+](C1C=CC=CC=1)([O-])=[O:22].CC[O:32][CH2:33][CH3:34]. (3) Given the product [Cl:10][C:6]1[CH:7]=[CH:8][N:9]=[C:2]([N:18]2[CH2:17][CH2:16][N:15]3[C:20](=[CH:21][C:22]4[CH2:23][C:12]([CH3:11])([CH3:25])[CH2:13][C:14]=43)[C:19]2=[O:24])[C:3]=1[CH:4]=[O:5], predict the reactants needed to synthesize it. The reactants are: Br[C:2]1[N:9]=[CH:8][CH:7]=[C:6]([Cl:10])[C:3]=1[CH:4]=[O:5].[CH3:11][C:12]1([CH3:25])[CH2:23][C:22]2[CH:21]=[C:20]3[N:15]([CH2:16][CH2:17][NH:18][C:19]3=[O:24])[C:14]=2[CH2:13]1.CC1(C)C2C(=C(P(C3C=CC=CC=3)C3C=CC=CC=3)C=CC=2)OC2C(P(C3C=CC=CC=3)C3C=CC=CC=3)=CC=CC1=2.C([O-])([O-])=O.[Cs+].[Cs+]. (4) Given the product [CH3:40][S:41]([O:22][CH2:21][C@@H:19]1[CH2:18][C:17]2[C:12](=[CH:13][C:14]([NH:23][C:24]([O:25][C:26]([CH3:28])([CH3:29])[CH3:27])=[O:30])=[CH:15][N:16]=2)[N:11]([S:8]([C:6]2[C:5]([CH3:31])=[N:4][N:3]([CH:2]([F:1])[F:32])[CH:7]=2)(=[O:9])=[O:10])[CH2:20]1)(=[O:43])=[O:42], predict the reactants needed to synthesize it. The reactants are: [F:1][CH:2]([F:32])[N:3]1[CH:7]=[C:6]([S:8]([N:11]2[CH2:20][C@H:19]([CH2:21][OH:22])[CH2:18][C:17]3[N:16]=[CH:15][C:14]([NH:23][C:24](=[O:30])[O:25][C:26]([CH3:29])([CH3:28])[CH3:27])=[CH:13][C:12]2=3)(=[O:10])=[O:9])[C:5]([CH3:31])=[N:4]1.C(N(CC)CC)C.[CH3:40][S:41](O[S:41]([CH3:40])(=[O:43])=[O:42])(=[O:43])=[O:42]. (5) Given the product [Cl:1][C:2]1[CH:7]=[CH:6][CH:5]=[CH:4][C:3]=1[C:8]1[CH:13]=[CH:12][CH:11]=[CH:10][C:9]=1[CH2:14][C:15]([NH:17][OH:18])=[NH:16], predict the reactants needed to synthesize it. The reactants are: [Cl:1][C:2]1[CH:7]=[CH:6][CH:5]=[CH:4][C:3]=1[C:8]1[CH:13]=[CH:12][CH:11]=[CH:10][C:9]=1[CH2:14][C:15]#[N:16].[NH2:17][OH:18].